From a dataset of Forward reaction prediction with 1.9M reactions from USPTO patents (1976-2016). Predict the product of the given reaction. (1) Given the reactants [CH2:1]([N:8]1[CH2:13][C@H:12]([CH2:14]O)[C@H:11]2[O:16][C@@:17]([O:24][CH3:25])([CH3:23])[C@:18]([O:21][CH3:22])([CH3:20])[O:19][C@@H:10]2[CH2:9]1)[C:2]1[CH:7]=[CH:6][CH:5]=[CH:4][CH:3]=1.S(Cl)([Cl:28])=O, predict the reaction product. The product is: [CH2:1]([N:8]1[CH2:13][C@H:12]([CH2:14][Cl:28])[C@H:11]2[O:16][C@@:17]([O:24][CH3:25])([CH3:23])[C@:18]([O:21][CH3:22])([CH3:20])[O:19][C@@H:10]2[CH2:9]1)[C:2]1[CH:7]=[CH:6][CH:5]=[CH:4][CH:3]=1. (2) Given the reactants FC(F)(F)C(O)=O.[CH3:8][N:9]([CH2:11][C:12]1[CH:17]=[CH:16][N:15]=[CH:14][C:13]=1[NH:18]C(=O)OC(C)(C)C)[CH3:10], predict the reaction product. The product is: [CH3:10][N:9]([CH2:11][C:12]1[CH:17]=[CH:16][N:15]=[CH:14][C:13]=1[NH2:18])[CH3:8]. (3) Given the reactants Cl[C:2]1[C:11]2[C:6](=[CH:7][C:8]([O:14][CH2:15][CH2:16][N:17]3[CH2:22][CH2:21][CH2:20][CH2:19][CH2:18]3)=[C:9]([O:12][CH3:13])[CH:10]=2)[N:5]=[CH:4][N:3]=1.C(=O)([O-])[O-].[K+].[K+].[OH:29][C:30]1[CH:39]=[C:38]2[C:33]([CH:34]=[CH:35][CH:36]=[N:37]2)=[CH:32][CH:31]=1.[OH-].[Na+], predict the reaction product. The product is: [CH3:13][O:12][C:9]1[CH:10]=[C:11]2[C:6](=[CH:7][C:8]=1[O:14][CH2:15][CH2:16][N:17]1[CH2:22][CH2:21][CH2:20][CH2:19][CH2:18]1)[N:5]=[CH:4][N:3]=[C:2]2[O:29][C:30]1[CH:39]=[C:38]2[C:33]([CH:34]=[CH:35][CH:36]=[N:37]2)=[CH:32][CH:31]=1.